This data is from Catalyst prediction with 721,799 reactions and 888 catalyst types from USPTO. The task is: Predict which catalyst facilitates the given reaction. (1) Reactant: Br[C:2]1[CH:3]=[C:4]2[C:9](=[CH:10][CH:11]=1)[N:8]([C:12](=[O:14])[CH3:13])[C@@H:7]([CH3:15])[CH2:6][N:5]2[C:16]1[C:24]2[C:19](=[C:20]([F:25])[CH:21]=[CH:22][CH:23]=2)[N:18]([CH3:26])[N:17]=1.[CH:27]1([N:30]2[CH:34]=[C:33](B3OC(C)(C)C(C)(C)O3)[CH:32]=[N:31]2)[CH2:29][CH2:28]1.C(=O)([O-])[O-].[K+].[K+].O1CCOCC1. Product: [CH:27]1([N:30]2[CH:34]=[C:33]([C:2]3[CH:3]=[C:4]4[C:9](=[CH:10][CH:11]=3)[N:8]([C:12](=[O:14])[CH3:13])[C@@H:7]([CH3:15])[CH2:6][N:5]4[C:16]3[C:24]4[C:19](=[C:20]([F:25])[CH:21]=[CH:22][CH:23]=4)[N:18]([CH3:26])[N:17]=3)[CH:32]=[N:31]2)[CH2:29][CH2:28]1. The catalyst class is: 263. (2) Reactant: [CH2:1]([O:8][C:9]1[CH:10]=[C:11]2[C:16](=[CH:17][CH:18]=1)[C:15](=[O:19])[N:14]([CH2:20][CH:21]([CH3:23])[CH3:22])[C:13]([C:24]([O:26][C:27]([CH3:30])([CH3:29])[CH3:28])=[O:25])=[C:12]2[OH:31])[C:2]1[CH:7]=[CH:6][CH:5]=[CH:4][CH:3]=1.[H-].[Na+].C1C=CC(N([S:41]([C:44]([F:47])([F:46])[F:45])(=[O:43])=[O:42])[S:41]([C:44]([F:47])([F:46])[F:45])(=[O:43])=[O:42])=CC=1.O. Product: [CH2:1]([O:8][C:9]1[CH:10]=[C:11]2[C:16](=[CH:17][CH:18]=1)[C:15](=[O:19])[N:14]([CH2:20][CH:21]([CH3:23])[CH3:22])[C:13]([C:24]([O:26][C:27]([CH3:29])([CH3:28])[CH3:30])=[O:25])=[C:12]2[O:31][S:41]([C:44]([F:47])([F:46])[F:45])(=[O:43])=[O:42])[C:2]1[CH:7]=[CH:6][CH:5]=[CH:4][CH:3]=1. The catalyst class is: 9. (3) Reactant: [S:1](=[O:5])(=[O:4])([OH:3])[OH:2].[O-:6][S:7]([O-:10])(=[O:9])=[O:8].O=[V+2:12]. Product: [S:1]([O-:5])([O-:4])(=[O:3])=[O:2].[V+5:12].[S:7]([O-:10])([O-:9])(=[O:8])=[O:6].[S:1]([O-:5])([O-:4])(=[O:3])=[O:2].[S:1]([O-:5])([O-:4])(=[O:3])=[O:2].[S:1]([O-:5])([O-:4])(=[O:3])=[O:2].[V+5:12]. The catalyst class is: 553. (4) Reactant: C[Si](Cl)(C)C.[CH3:6][C:7]1[N:8]=[C:9]([NH:22]C(=O)C)[S:10][C:11]=1[C:12]1[CH:13]=[N:14][CH:15]=[C:16]([C:18]([F:21])([F:20])[F:19])[CH:17]=1. Product: [CH3:6][C:7]1[N:8]=[C:9]([NH2:22])[S:10][C:11]=1[C:12]1[CH:13]=[N:14][CH:15]=[C:16]([C:18]([F:21])([F:20])[F:19])[CH:17]=1. The catalyst class is: 8. (5) Reactant: Br[C:2]1[CH:14]=[CH:13][C:12]2[C:11]3[C:6](=[CH:7][CH:8]=[CH:9][CH:10]=3)[C:5]([CH3:16])([CH3:15])[C:4]=2[CH:3]=1.II.[Cl:19][C:20]1[N:25]=[C:24](Cl)[N:23]=[C:22]([Cl:27])[N:21]=1. Product: [Cl:19][C:20]1[N:21]=[C:22]([Cl:27])[N:23]=[C:24]([C:2]2[CH:14]=[CH:13][C:12]3[C:11]4[C:6](=[CH:7][CH:8]=[CH:9][CH:10]=4)[C:5]([CH3:16])([CH3:15])[C:4]=3[CH:3]=2)[N:25]=1. The catalyst class is: 1. (6) Reactant: [CH3:1][CH:2]([CH3:16])[CH2:3][CH2:4][N:5]1[CH:9]=[C:8]([N+:10]([O-:12])=[O:11])[CH:7]=[C:6]1[C:13](Cl)=[O:14].Cl.[NH2:18][CH2:19][CH2:20][CH2:21][C:22]#[N:23].N1C=CC=CC=1. Product: [C:19]([CH2:20][CH2:21][CH2:22][NH:23][C:13]([C:6]1[N:5]([CH2:4][CH2:3][CH:2]([CH3:16])[CH3:1])[CH:9]=[C:8]([N+:10]([O-:12])=[O:11])[CH:7]=1)=[O:14])#[N:18]. The catalyst class is: 11. (7) Reactant: C(Cl)(=O)C(Cl)=O.[C:7]([OH:20])(=[O:19])[CH2:8][CH2:9][CH2:10][CH2:11][CH2:12][CH2:13][CH2:14][CH2:15][CH2:16][CH2:17][CH3:18].[CH:21]1[C:26]([Cl:27])=[CH:25][C:24]([OH:28])=[C:23]([O:29][C:30]2[CH:31]=[CH:32][C:33]([Cl:37])=[CH:34][C:35]=2[Cl:36])[CH:22]=1.CO. Product: [CH:21]1[C:26]([Cl:27])=[CH:25][C:24]([OH:28])=[C:23]([O:29][C:30]2[CH:31]=[CH:32][C:33]([Cl:37])=[CH:34][C:35]=2[Cl:36])[CH:22]=1.[C:7]([O-:20])(=[O:19])[CH2:8][CH2:9][CH2:10][CH2:11][CH2:12][CH2:13][CH2:14][CH2:15][CH2:16][CH2:17][CH3:18]. The catalyst class is: 59. (8) Reactant: [Br:1][C:2]1[CH:11]=[CH:10][C:5]([C:6](OC)=[O:7])=[CH:4][C:3]=1[O:12][C:13]([F:16])([F:15])[F:14].CC(C[AlH]CC(C)C)C.O. Product: [Br:1][C:2]1[CH:11]=[CH:10][C:5]([CH2:6][OH:7])=[CH:4][C:3]=1[O:12][C:13]([F:14])([F:16])[F:15]. The catalyst class is: 1.